Dataset: Peptide-MHC class II binding affinity with 134,281 pairs from IEDB. Task: Regression. Given a peptide amino acid sequence and an MHC pseudo amino acid sequence, predict their binding affinity value. This is MHC class II binding data. (1) The peptide sequence is MAVYTLITAAIIHRE. The MHC is DRB1_0802 with pseudo-sequence DRB1_0802. The binding affinity (normalized) is 0.668. (2) The peptide sequence is GELQIVDKTDAAFKI. The MHC is DRB1_0701 with pseudo-sequence DRB1_0701. The binding affinity (normalized) is 0.603. (3) The peptide sequence is FGQNTGAIAAAEARY. The MHC is HLA-DQA10501-DQB10301 with pseudo-sequence HLA-DQA10501-DQB10301. The binding affinity (normalized) is 0.710. (4) The peptide sequence is FVNQHLCGSHLVEAL. The MHC is HLA-DPA10201-DPB10501 with pseudo-sequence HLA-DPA10201-DPB10501. The binding affinity (normalized) is 0.0638. (5) The peptide sequence is AAATACTTVYGAFAA. The MHC is HLA-DQA10102-DQB10602 with pseudo-sequence HLA-DQA10102-DQB10602. The binding affinity (normalized) is 0.748. (6) The peptide sequence is VVCYNSNYAAQGLVA. The MHC is DRB1_0101 with pseudo-sequence DRB1_0101. The binding affinity (normalized) is 0.720.